This data is from Peptide-MHC class I binding affinity with 185,985 pairs from IEDB/IMGT. The task is: Regression. Given a peptide amino acid sequence and an MHC pseudo amino acid sequence, predict their binding affinity value. This is MHC class I binding data. (1) The peptide sequence is WESGAVLCV. The MHC is HLA-B15:09 with pseudo-sequence HLA-B15:09. The binding affinity (normalized) is 0.0847. (2) The peptide sequence is KPTFKHASV. The MHC is HLA-A02:11 with pseudo-sequence HLA-A02:11. The binding affinity (normalized) is 0.0847. (3) The peptide sequence is YHSNVKEL. The MHC is Mamu-B08 with pseudo-sequence Mamu-B08. The binding affinity (normalized) is 0.288. (4) The peptide sequence is RFIIFLFILL. The MHC is HLA-A02:02 with pseudo-sequence HLA-A02:02. The binding affinity (normalized) is 0.479.